From a dataset of Forward reaction prediction with 1.9M reactions from USPTO patents (1976-2016). Predict the product of the given reaction. (1) Given the reactants Br[CH2:2][CH2:3][CH2:4][O:5][C:6]1[CH:11]=[CH:10][C:9]([C:12]2[N:16]=[C:15]([C:17]3[CH:18]=[CH:19][C:20]([O:25][CH:26]([CH3:28])[CH3:27])=[C:21]([CH:24]=3)[C:22]#[N:23])[O:14][N:13]=2)=[C:8]([Cl:29])[CH:7]=1.[CH3:30][NH2:31], predict the reaction product. The product is: [Cl:29][C:8]1[CH:7]=[C:6]([O:5][CH2:4][CH2:3][CH2:2][NH:31][CH3:30])[CH:11]=[CH:10][C:9]=1[C:12]1[N:16]=[C:15]([C:17]2[CH:18]=[CH:19][C:20]([O:25][CH:26]([CH3:28])[CH3:27])=[C:21]([CH:24]=2)[C:22]#[N:23])[O:14][N:13]=1. (2) Given the reactants Br[CH2:2][C:3]1[CH:8]=[CH:7][C:6]([S:9]([N:12]([C:17]2[CH:22]=[CH:21][C:20]([CH3:23])=[CH:19][C:18]=2[CH3:24])[CH2:13][CH:14]([CH3:16])[CH3:15])(=[O:11])=[O:10])=[CH:5][CH:4]=1.[N:25]1[CH:30]=[CH:29][C:28]([CH2:31][OH:32])=[CH:27][CH:26]=1.[H-].[Na+], predict the reaction product. The product is: [CH3:24][C:18]1[CH:19]=[C:20]([CH3:23])[CH:21]=[CH:22][C:17]=1[N:12]([CH2:13][CH:14]([CH3:16])[CH3:15])[S:9]([C:6]1[CH:5]=[CH:4][C:3]([CH2:2][O:32][CH2:31][C:28]2[CH:29]=[CH:30][N:25]=[CH:26][CH:27]=2)=[CH:8][CH:7]=1)(=[O:11])=[O:10]. (3) Given the reactants [Cl:1][C:2]1[CH:7]=[C:6]([Cl:8])[CH:5]=[CH:4][C:3]=1[C:9]1[C:14]([N+:15]([O-:17])=[O:16])=[CH:13][CH:12]=[C:11](Cl)[N:10]=1.[NH2:19][CH2:20][CH2:21][NH:22][C:23]1[CH:28]=[CH:27][C:26]([N+:29]([O-:31])=[O:30])=[C:25]([NH2:32])[N:24]=1.C(N(CC)C(C)C)(C)C, predict the reaction product. The product is: [NH2:32][C:25]1[N:24]=[C:23]([NH:22][CH2:21][CH2:20][NH:19][C:11]2[CH:12]=[CH:13][C:14]([N+:15]([O-:17])=[O:16])=[C:9]([C:3]3[CH:4]=[CH:5][C:6]([Cl:8])=[CH:7][C:2]=3[Cl:1])[N:10]=2)[CH:28]=[CH:27][C:26]=1[N+:29]([O-:31])=[O:30]. (4) Given the reactants O[CH:2]=[C:3]1[C:8](=[O:9])[CH:7]=[CH:6][C:5]([CH3:12])([CH:10]=[CH2:11])[CH2:4]1.Cl.[NH2:14]O, predict the reaction product. The product is: [CH3:12][C:5]1([CH:10]=[CH2:11])[CH2:4][C:3]2[CH:2]=[N:14][O:9][C:8]=2[CH:7]=[CH:6]1. (5) Given the reactants [O:1]=[S:2]1(=[O:19])[CH2:6][CH2:5][CH2:4][N:3]1[C:7]1([C:10]2[CH:18]=[CH:17][C:13]([C:14](O)=[O:15])=[CH:12][CH:11]=2)[CH2:9][CH2:8]1.[CH:20]1([C:23]2[CH:24]=[C:25]([CH3:35])[C:26]([N:29]3[CH2:34][CH2:33][NH:32][CH2:31][CH2:30]3)=[N:27][CH:28]=2)[CH2:22][CH2:21]1, predict the reaction product. The product is: [CH:20]1([C:23]2[CH:24]=[C:25]([CH3:35])[C:26]([N:29]3[CH2:30][CH2:31][N:32]([C:14]([C:13]4[CH:17]=[CH:18][C:10]([C:7]5([N:3]6[CH2:4][CH2:5][CH2:6][S:2]6(=[O:19])=[O:1])[CH2:9][CH2:8]5)=[CH:11][CH:12]=4)=[O:15])[CH2:33][CH2:34]3)=[N:27][CH:28]=2)[CH2:22][CH2:21]1. (6) Given the reactants Br[C:2]1[CH:3]=[C:4]2[C:9](=[C:10]([F:12])[CH:11]=1)[CH:8]=[C:7]([OH:13])[CH:6]=[CH:5]2.[F:14][C:15]1[CH:16]=[C:17](B(O)O)[CH:18]=[CH:19][C:20]=1[O:21][CH3:22], predict the reaction product. The product is: [F:12][C:10]1[CH:11]=[C:2]([C:17]2[CH:18]=[CH:19][C:20]([O:21][CH3:22])=[C:15]([F:14])[CH:16]=2)[CH:3]=[C:4]2[C:9]=1[CH:8]=[C:7]([OH:13])[CH:6]=[CH:5]2. (7) Given the reactants [F:1][C:2]1[CH:3]=[CH:4][C:5]([O:12][CH3:13])=[C:6]([CH:11]=1)[C:7](OC)=[O:8].C[N:15](C)C=O.C[O-].[Na+], predict the reaction product. The product is: [F:1][C:2]1[CH:3]=[CH:4][C:5]([O:12][CH3:13])=[C:6]([CH:11]=1)[C:7]([NH2:15])=[O:8].